From a dataset of TCR-epitope binding with 47,182 pairs between 192 epitopes and 23,139 TCRs. Binary Classification. Given a T-cell receptor sequence (or CDR3 region) and an epitope sequence, predict whether binding occurs between them. The epitope is YEGNSPFHPL. The TCR CDR3 sequence is CASSYDVGKAIDPLQETQYF. Result: 0 (the TCR does not bind to the epitope).